Dataset: Full USPTO retrosynthesis dataset with 1.9M reactions from patents (1976-2016). Task: Predict the reactants needed to synthesize the given product. (1) Given the product [OH:4][C:5]1[CH:6]=[C:7]([C:20]([O:22][CH2:23][CH3:24])=[O:21])[CH:8]=[C:9]2[C:13]=1[N:12]([CH:14]1[CH2:19][CH2:18][CH2:17][CH2:16][O:15]1)[N:11]=[CH:10]2, predict the reactants needed to synthesize it. The reactants are: C([O:4][C:5]1[CH:6]=[C:7]([C:20]([O:22][CH2:23][CH3:24])=[O:21])[CH:8]=[C:9]2[C:13]=1[N:12]([CH:14]1[CH2:19][CH2:18][CH2:17][CH2:16][O:15]1)[N:11]=[CH:10]2)(=O)C.C([O-])([O-])=O.[K+].[K+]. (2) Given the product [Cl:1][C:2]1[CH:3]=[C:4]2[C:8](=[CH:9][CH:10]=1)[NH:7][CH:6]=[C:5]2[CH2:11][CH2:12][NH:13][C:14]([C:15]1[CH:20]=[CH:19][C:18]([C:25]2[CH:26]=[CH:27][CH:28]=[CH:29][C:24]=2[F:23])=[CH:17][CH:16]=1)=[O:22], predict the reactants needed to synthesize it. The reactants are: [Cl:1][C:2]1[CH:3]=[C:4]2[C:8](=[CH:9][CH:10]=1)[NH:7][CH:6]=[C:5]2[CH2:11][CH2:12][NH:13][C:14](=[O:22])[C:15]1[CH:20]=[CH:19][C:18](I)=[CH:17][CH:16]=1.[F:23][C:24]1[CH:29]=[CH:28][CH:27]=[CH:26][C:25]=1B(O)O.C(=O)([O-])[O-].[Na+].[Na+].